This data is from HIV replication inhibition screening data with 41,000+ compounds from the AIDS Antiviral Screen. The task is: Binary Classification. Given a drug SMILES string, predict its activity (active/inactive) in a high-throughput screening assay against a specified biological target. (1) The compound is Nc1nc(O)nc(Nc2ccc(Cl)c(Cl)c2)c1N=O. The result is 0 (inactive). (2) The molecule is CC(C)N(Cc1ccccc1)S(=O)(=O)c1nc(C(C)(C)C)n[nH]1. The result is 0 (inactive). (3) The molecule is COC(=O)C1=C(O)C(O)=C(C(=O)OC)CC1.[NaH]. The result is 1 (active).